Dataset: NCI-60 drug combinations with 297,098 pairs across 59 cell lines. Task: Regression. Given two drug SMILES strings and cell line genomic features, predict the synergy score measuring deviation from expected non-interaction effect. (1) Drug 1: CNC(=O)C1=CC=CC=C1SC2=CC3=C(C=C2)C(=NN3)C=CC4=CC=CC=N4. Drug 2: C1CCN(CC1)CCOC2=CC=C(C=C2)C(=O)C3=C(SC4=C3C=CC(=C4)O)C5=CC=C(C=C5)O. Cell line: MDA-MB-435. Synergy scores: CSS=15.5, Synergy_ZIP=8.37, Synergy_Bliss=18.9, Synergy_Loewe=11.2, Synergy_HSA=14.1. (2) Drug 1: CN(CCCl)CCCl.Cl. Drug 2: C1CCC(C(C1)N)N.C(=O)(C(=O)[O-])[O-].[Pt+4]. Cell line: CCRF-CEM. Synergy scores: CSS=74.7, Synergy_ZIP=3.91, Synergy_Bliss=4.25, Synergy_Loewe=0.762, Synergy_HSA=5.40. (3) Drug 1: C1CCC(C1)C(CC#N)N2C=C(C=N2)C3=C4C=CNC4=NC=N3. Drug 2: CN(C(=O)NC(C=O)C(C(C(CO)O)O)O)N=O. Cell line: MCF7. Synergy scores: CSS=-4.72, Synergy_ZIP=-0.467, Synergy_Bliss=-6.02, Synergy_Loewe=-9.47, Synergy_HSA=-7.32. (4) Drug 1: CC12CCC(CC1=CCC3C2CCC4(C3CC=C4C5=CN=CC=C5)C)O. Drug 2: CC12CCC3C(C1CCC2=O)CC(=C)C4=CC(=O)C=CC34C. Cell line: IGROV1. Synergy scores: CSS=31.4, Synergy_ZIP=3.38, Synergy_Bliss=-0.0775, Synergy_Loewe=-13.2, Synergy_HSA=-0.279. (5) Synergy scores: CSS=19.9, Synergy_ZIP=3.84, Synergy_Bliss=3.12, Synergy_Loewe=-1.96, Synergy_HSA=-1.85. Cell line: NCIH23. Drug 2: C1CN(CCN1C(=O)CCBr)C(=O)CCBr. Drug 1: C1=NC2=C(N=C(N=C2N1C3C(C(C(O3)CO)O)F)Cl)N.